Dataset: Full USPTO retrosynthesis dataset with 1.9M reactions from patents (1976-2016). Task: Predict the reactants needed to synthesize the given product. (1) Given the product [CH3:39][C:33]1[C:34]2[CH2:38][CH2:37][CH2:36][C:35]=2[N:30]2[N:29]=[C:28](/[CH:5]=[C:6]3\[C@@H:7]4[N:11]([C:12]\3=[O:13])[C:10]([C:14]([OH:16])=[O:15])=[CH:9][S:8]4)[N:40]=[C:31]2[N:32]=1, predict the reactants needed to synthesize it. The reactants are: C(O[CH:5]([C:28]1[N:40]=[C:31]2[N:32]=[C:33]([CH3:39])[C:34]3[CH2:38][CH2:37][CH2:36][C:35]=3[N:30]2[N:29]=1)[C:6]1(Br)[C:12](=[O:13])[N:11]2[C@@H:7]1[S:8][CH:9]=[C:10]2[C:14]([O:16]CC1C=CC([N+]([O-])=O)=CC=1)=[O:15])(=O)C. (2) Given the product [CH3:15][O:14][C:5]1[CH:6]=[C:7]([CH:12]=[CH:13][C:4]=1[O:3][CH2:22][CH2:23][O:24][C:25]([F:28])([F:27])[F:26])[C:8]([O:10][CH3:11])=[O:9], predict the reactants needed to synthesize it. The reactants are: [H-].[Na+].[OH:3][C:4]1[CH:13]=[CH:12][C:7]([C:8]([O:10][CH3:11])=[O:9])=[CH:6][C:5]=1[O:14][CH3:15].FC(F)(F)S(O[CH2:22][CH2:23][O:24][C:25]([F:28])([F:27])[F:26])(=O)=O. (3) The reactants are: [Cl:1][C:2]1[CH:3]=[C:4]([CH:10]=[C:11]([C:14]#[N:15])[C:12]=1[CH3:13])[C:5]([O:7][CH2:8][CH3:9])=[O:6].C(OC(=O)C1C=CC(C[Br:27])=C(C(F)(F)F)C=1)C. Given the product [Br:27][CH2:13][C:12]1[C:11]([C:14]#[N:15])=[CH:10][C:4]([C:5]([O:7][CH2:8][CH3:9])=[O:6])=[CH:3][C:2]=1[Cl:1], predict the reactants needed to synthesize it. (4) Given the product [N+:7]([O-:4])([O-:3])=[O:1].[Ce+3:2].[N+:7]([O-:4])([O-:3])=[O:1].[N+:7]([O-:4])([O-:3])=[O:1], predict the reactants needed to synthesize it. The reactants are: [O-2:1].[Ce+3:2].[O-2:3].[O-2:4].[Ce+3].O.[NH3:7]. (5) Given the product [OH:13][C@@H:10]1[CH2:9][CH2:8][C@H:7]([N:3]2[CH2:4][CH2:5][CH2:6][C:2]2=[O:1])[CH2:12][CH2:11]1, predict the reactants needed to synthesize it. The reactants are: [O:1]=[C:2]1[CH2:6][CH2:5][CH2:4][N:3]1[C@@H:7]1[CH2:12][CH2:11][C@H:10]([O:13]C(=O)C2C=CC([N+]([O-])=O)=CC=2)[CH2:9][CH2:8]1.C(=O)([O-])[O-].[K+].[K+]. (6) Given the product [NH2:27][C:26]1[CH2:25][S:22](=[O:24])(=[O:23])[C@@H:10]([CH2:11][CH2:12][CH2:13][OH:14])[C@:8]([C:6]2[CH:7]=[C:2]([Br:1])[CH:3]=[CH:4][C:5]=2[F:36])([CH3:9])[N:28]=1, predict the reactants needed to synthesize it. The reactants are: [Br:1][C:2]1[CH:3]=[CH:4][C:5]([F:36])=[C:6]([C@@:8]([NH:28]C(=O)OC(C)(C)C)([CH:10]([S:22]([CH2:25][C:26]#[N:27])(=[O:24])=[O:23])[CH2:11][CH2:12][CH2:13][O:14][Si](C(C)(C)C)(C)C)[CH3:9])[CH:7]=1.Cl. (7) Given the product [CH3:1][C:2]1[CH:7]=[C:6]([CH3:8])[N:5]=[C:4]([N:9]2[CH2:16][CH:15]3[CH2:14][N:13]([C:28]([C:27]4[CH:31]=[C:23]([O:22][CH3:21])[CH:24]=[CH:25][C:26]=4[N:32]4[N:36]=[CH:35][CH:34]=[N:33]4)=[O:29])[CH2:12][CH:11]3[CH2:10]2)[N:3]=1, predict the reactants needed to synthesize it. The reactants are: [CH3:1][C:2]1[CH:7]=[C:6]([CH3:8])[N:5]=[C:4]([N:9]2[CH2:16][CH:15]3[CH:11]([CH2:12][NH:13][CH2:14]3)[CH2:10]2)[N:3]=1.CC(O)=O.[CH3:21][O:22][C:23]1[CH:24]=[CH:25][C:26]([N:32]2[N:36]=[CH:35][CH:34]=[N:33]2)=[C:27]([CH:31]=1)[C:28](O)=[O:29]. (8) Given the product [CH3:5][C:6]1[CH:7]=[C:8]([C:13]2[S:14][CH:15]=[C:16]([C:19]([CH3:21])=[O:20])[C:17]=2[OH:18])[CH:9]=[CH:10][C:11]=1[CH3:12], predict the reactants needed to synthesize it. The reactants are: C(Cl)(Cl)Cl.[CH3:5][C:6]1[CH:7]=[C:8]([CH:13]2[C:17]([OH:18])=[C:16]([C:19]([CH3:21])=[O:20])[CH2:15][S:14]2)[CH:9]=[CH:10][C:11]=1[CH3:12].S(Cl)(Cl)(=O)=O.O. (9) Given the product [C:1]([C:4]1[CH:5]=[C:6]([N:10]=[C:11]2[N:15]([CH2:16][C:17]3[CH:18]=[N:19][CH:20]=[CH:21][CH:22]=3)[C:14](=[O:23])[C:13](=[C:37]3[N:36]([CH3:35])[C:40]4[CH:41]=[CH:42][CH:43]=[CH:44][C:39]=4[S:38]3)[S:12]2)[CH:7]=[CH:8][CH:9]=1)(=[O:3])[CH3:2], predict the reactants needed to synthesize it. The reactants are: [C:1]([C:4]1[CH:5]=[C:6]([N:10]=[C:11]2[N:15]([CH2:16][C:17]3[CH:18]=[N:19][CH:20]=[CH:21][CH:22]=3)[C:14](=[O:23])[CH2:13][S:12]2)[CH:7]=[CH:8][CH:9]=1)(=[O:3])[CH3:2].C1(C)C=CC(S([O-])(=O)=O)=CC=1.[CH3:35][N+:36]1[C:40]2[CH:41]=[CH:42][CH:43]=[CH:44][C:39]=2[S:38][C:37]=1SC.